From a dataset of Forward reaction prediction with 1.9M reactions from USPTO patents (1976-2016). Predict the product of the given reaction. (1) Given the reactants [CH2:1]([O:3][CH:4]([O:15][CH2:16][CH3:17])[CH2:5][NH:6][C@@H:7]([C:9]1[CH:14]=[CH:13][CH:12]=[CH:11][CH:10]=1)[CH3:8])[CH3:2].[CH:18]1[C:30]2[CH:29]([CH2:31][O:32][C:33]([NH:35][C@@H:36]([CH2:40][C:41]3[CH:46]=[CH:45][C:44]([O:47][C:48]([CH3:51])([CH3:50])[CH3:49])=[CH:43][CH:42]=3)[C:37](O)=[O:38])=[O:34])[C:28]3[C:23](=[CH:24][CH:25]=[CH:26][CH:27]=3)[C:22]=2[CH:21]=[CH:20][CH:19]=1, predict the reaction product. The product is: [C:48]([O:47][C:44]1[CH:43]=[CH:42][C:41]([CH2:40][C@H:36]([NH:35][C:33](=[O:34])[O:32][CH2:31][CH:29]2[C:30]3[CH:18]=[CH:19][CH:20]=[CH:21][C:22]=3[C:23]3[C:28]2=[CH:27][CH:26]=[CH:25][CH:24]=3)[C:37]([N:6]([CH2:5][CH:4]([O:3][CH2:1][CH3:2])[O:15][CH2:16][CH3:17])[C@@H:7]([C:9]2[CH:14]=[CH:13][CH:12]=[CH:11][CH:10]=2)[CH3:8])=[O:38])=[CH:46][CH:45]=1)([CH3:51])([CH3:49])[CH3:50]. (2) Given the reactants [NH:1]1[C:5]2[CH:6]=[C:7]([C:10]3[O:14][C:13]([SH:15])=[N:12][N:11]=3)[CH:8]=[CH:9][C:4]=2[N:3]=[CH:2]1.[CH3:16][C:17]1[CH:24]=[C:23]([CH3:25])[CH:22]=[C:21]([CH3:26])[C:18]=1[CH2:19]Br, predict the reaction product. The product is: [CH3:16][C:17]1[CH:24]=[C:23]([CH3:25])[CH:22]=[C:21]([CH3:26])[C:18]=1[CH2:19][S:15][C:13]1[O:14][C:10]([C:7]2[CH:8]=[CH:9][C:4]3[NH:3][CH:2]=[N:1][C:5]=3[CH:6]=2)=[N:11][N:12]=1. (3) Given the reactants [C:1](OC(=O)C)(=O)[CH3:2].[OH:8][N:9]=[C:10]([C:12]1[CH:17]=[CH:16][C:15]([C:18]2([C:25]3[CH:30]=[CH:29][C:28]([O:31][CH2:32][C:33]4[CH:38]=[CH:37][CH:36]=[CH:35][N:34]=4)=[CH:27][CH:26]=3)[CH2:23][CH:22]3[CH2:24][CH:19]2[CH2:20][CH2:21]3)=[CH:14][CH:13]=1)[NH2:11], predict the reaction product. The product is: [CH3:1][C:2]1[O:8][N:9]=[C:10]([C:12]2[CH:17]=[CH:16][C:15]([C:18]3([C:25]4[CH:30]=[CH:29][C:28]([O:31][CH2:32][C:33]5[CH:38]=[CH:37][CH:36]=[CH:35][N:34]=5)=[CH:27][CH:26]=4)[CH2:23][CH:22]4[CH2:24][CH:19]3[CH2:20][CH2:21]4)=[CH:14][CH:13]=2)[N:11]=1.